This data is from TCR-epitope binding with 47,182 pairs between 192 epitopes and 23,139 TCRs. The task is: Binary Classification. Given a T-cell receptor sequence (or CDR3 region) and an epitope sequence, predict whether binding occurs between them. (1) The epitope is TSDLATNNLVVMAY. The TCR CDR3 sequence is CASSLAWGRAESSYNEQFF. Result: 0 (the TCR does not bind to the epitope). (2) The epitope is LPRRSGAAGA. The TCR CDR3 sequence is CSVEDTGTAQGGYEQYF. Result: 1 (the TCR binds to the epitope). (3) The epitope is PKYVKQNTLKLAT. The TCR CDR3 sequence is CASSQAFGRPYEQYF. Result: 0 (the TCR does not bind to the epitope). (4) The epitope is EEHVQIHTI. Result: 1 (the TCR binds to the epitope). The TCR CDR3 sequence is CASSPGQLNTEAFF. (5) The epitope is KLWAQCVQL. The TCR CDR3 sequence is CASSLGSGIIRRETQYF. Result: 1 (the TCR binds to the epitope). (6) The epitope is GTSGSPIINR. The TCR CDR3 sequence is CASSLGQGYEQYF. Result: 1 (the TCR binds to the epitope). (7) The epitope is GTITSGWTF. Result: 1 (the TCR binds to the epitope). The TCR CDR3 sequence is CASSLYRGEKLFF. (8) The epitope is PKYVKQNTLKLAT. The TCR CDR3 sequence is CASSQDARADVNTEAFF. Result: 0 (the TCR does not bind to the epitope). (9) The epitope is TPGPGVRYPL. The TCR CDR3 sequence is CASSQSGRQNEQFF. Result: 1 (the TCR binds to the epitope). (10) The epitope is RQLLFVVEV. The TCR CDR3 sequence is CASSLDGRPYAEAFF. Result: 1 (the TCR binds to the epitope).